From a dataset of Forward reaction prediction with 1.9M reactions from USPTO patents (1976-2016). Predict the product of the given reaction. (1) Given the reactants [OH:1][CH2:2][C:3]1[C:8]([N+:9]([O-:11])=[O:10])=[CH:7][CH:6]=[CH:5][C:4]=1[OH:12], predict the reaction product. The product is: [OH:12][C:4]1[CH:5]=[CH:6][CH:7]=[C:8]([N+:9]([O-:11])=[O:10])[C:3]=1[CH:2]=[O:1]. (2) Given the reactants [CH3:1][O:2][C:3]1[CH:4]=[C:5](/[CH:21]=[C:22]2/[C:23](=O)[NH:24][C:25](=[O:27])[S:26]/2)[CH:6]=[CH:7][C:8]=1[O:9][CH2:10][C:11]1[C:20]2[C:15](=[CH:16][CH:17]=[CH:18][CH:19]=2)[CH:14]=[CH:13][CH:12]=1.COC1C=CC(P2(SP(C3C=CC(OC)=CC=3)(=S)S2)=[S:38])=CC=1, predict the reaction product. The product is: [CH3:1][O:2][C:3]1[CH:4]=[C:5](/[CH:21]=[C:22]2/[C:23](=[S:38])[NH:24][C:25](=[O:27])[S:26]/2)[CH:6]=[CH:7][C:8]=1[O:9][CH2:10][C:11]1[C:20]2[C:15](=[CH:16][CH:17]=[CH:18][CH:19]=2)[CH:14]=[CH:13][CH:12]=1.